Dataset: Full USPTO retrosynthesis dataset with 1.9M reactions from patents (1976-2016). Task: Predict the reactants needed to synthesize the given product. (1) Given the product [CH3:1][O:2][C:3]1[CH:4]=[C:5]2[C:10](=[CH:11][C:12]=1[O:13][CH2:27][CH2:28][CH2:29][N:30]1[C:38](=[O:39])[C:37]3[C:32](=[CH:33][CH:34]=[CH:35][CH:36]=3)[C:31]1=[O:40])[N:9]=[CH:8][CH:7]=[C:6]2[O:14][C:15]1[C:16]([CH3:25])=[N:17][C:18]2[C:23]([CH:24]=1)=[CH:22][CH:21]=[CH:20][CH:19]=2, predict the reactants needed to synthesize it. The reactants are: [CH3:1][O:2][C:3]1[CH:4]=[C:5]2[C:10](=[CH:11][C:12]=1[OH:13])[N:9]=[CH:8][CH:7]=[C:6]2[O:14][C:15]1[C:16]([CH3:25])=[N:17][C:18]2[C:23]([CH:24]=1)=[CH:22][CH:21]=[CH:20][CH:19]=2.Br[CH2:27][CH2:28][CH2:29][N:30]1[C:38](=[O:39])[C:37]2[C:32](=[CH:33][CH:34]=[CH:35][CH:36]=2)[C:31]1=[O:40].C(=O)([O-])[O-].[K+].[K+]. (2) Given the product [F:41][C:42]1[CH:47]=[CH:46][C:45]([S:48]([C:2]2[N:7]=[C:6]3[N:8]([CH2:11][CH2:12][N:13]4[CH2:18][CH2:17][O:16][CH2:15][CH2:14]4)[N:9]=[CH:10][C:5]3=[C:4]([NH:19][C:20]3[CH:24]=[C:23]([CH3:25])[NH:22][N:21]=3)[N:3]=2)(=[O:50])=[O:49])=[CH:44][CH:43]=1, predict the reactants needed to synthesize it. The reactants are: Cl[C:2]1[N:7]=[C:6]2[N:8]([CH2:11][CH2:12][N:13]3[CH2:18][CH2:17][O:16][CH2:15][CH2:14]3)[N:9]=[CH:10][C:5]2=[C:4]([NH:19][C:20]2[CH:24]=[C:23]([CH3:25])[NH:22][N:21]=2)[N:3]=1.C1OCCOCCOCCOCCOC1.[F:41][C:42]1[CH:47]=[CH:46][C:45]([S:48]([O-:50])=[O:49])=[CH:44][CH:43]=1.[Na+].CC(O)=O.